From a dataset of Retrosynthesis with 50K atom-mapped reactions and 10 reaction types from USPTO. Predict the reactants needed to synthesize the given product. (1) Given the product Fc1cnc(Nc2ccc3c(c2)OCCO3)nc1NCc1csc2ccc(Cl)cc12, predict the reactants needed to synthesize it. The reactants are: Fc1cnc(Cl)nc1NCc1csc2ccc(Cl)cc12.Nc1ccc2c(c1)OCCO2. (2) Given the product O=Cc1ccc(C(=O)Cc2cccc(C(F)(F)F)c2)cc1, predict the reactants needed to synthesize it. The reactants are: O=C(Cc1cccc(C(F)(F)F)c1)c1ccc(C2OCCO2)cc1. (3) Given the product O=C(c1ccccc1Cl)c1ccccc1-n1ccnc1CN1C(=O)c2ccccc2C1=O, predict the reactants needed to synthesize it. The reactants are: O=C(c1ccccc1Cl)c1ccccc1-n1ccnc1CO.O=C1NC(=O)c2ccccc21. (4) Given the product COC(=O)COc1cccc2[nH]ccc12, predict the reactants needed to synthesize it. The reactants are: COC(=O)CBr.Oc1cccc2[nH]ccc12.